From a dataset of Experimentally validated miRNA-target interactions with 360,000+ pairs, plus equal number of negative samples. Binary Classification. Given a miRNA mature sequence and a target amino acid sequence, predict their likelihood of interaction. The miRNA is hsa-miR-3923 with sequence AACUAGUAAUGUUGGAUUAGGG. The protein sequence of the target gene is MESVKQRILAPGKEGLKNFAGKSLGQIYRVLEKKQDTGETIELTEDGKPLEVPERKAPLCDCTCFGLPRRYIIAIMSGLGFCISFGIRCNLGVAIVDMVNNSTIHRGGKVIKEKAKFNWDPETVGMIHGSFFWGYIITQIPGGYIASRLAANRVFGAAILLTSTLNMLIPSAARVHYGCVIFVRILQGLVEGVTYPACHGIWSKWAPPLERSRLATTSFCGSYAGAVIAMPLAGILVQYTGWSSVFYVYGSFGMVWYMFWLLVSYESPAKHPTITDEERRYIEESIGESANLLGAMEKFK.... Result: 0 (no interaction).